Dataset: Full USPTO retrosynthesis dataset with 1.9M reactions from patents (1976-2016). Task: Predict the reactants needed to synthesize the given product. (1) Given the product [CH3:2][O:3][C:4]1[CH:5]=[CH:6][C:7]([CH:10]=[CH:30][CH:31]([CH3:32])[CH2:34][CH2:35][CH2:36][CH2:37][CH2:38][CH2:39][CH2:40][CH2:41][CH3:42])=[CH:8][CH:9]=1, predict the reactants needed to synthesize it. The reactants are: [Br-].[CH3:2][O:3][C:4]1[CH:9]=[CH:8][C:7]([CH2:10][P+](C2C=CC=CC=2)(C2C=CC=CC=2)C2C=CC=CC=2)=[CH:6][CH:5]=1.[CH3:30][CH:31]([CH2:34][CH2:35][CH2:36][CH2:37][CH2:38][CH2:39][CH2:40][CH2:41][CH3:42])[CH:32]=O. (2) Given the product [C:1]1([B:7]([CH:9]([O:16][CH:17]([B:24]([C:26]2[CH:27]=[CH:28][CH:29]=[CH:30][CH:31]=2)[O:25][CH2:39][CH2:38][N:32]2[CH2:37][CH2:36][CH2:35][CH2:34][CH2:33]2)[C:18]2[CH:19]=[CH:20][CH:21]=[CH:22][CH:23]=2)[C:10]2[CH:15]=[CH:14][CH:13]=[CH:12][CH:11]=2)[O:8][CH2:39][CH2:38][N:32]2[CH2:37][CH2:36][CH2:35][CH2:34][CH2:33]2)[CH:2]=[CH:3][CH:4]=[CH:5][CH:6]=1, predict the reactants needed to synthesize it. The reactants are: [C:1]1([B:7]([CH:9]([O:16][CH:17]([B:24]([C:26]2[CH:31]=[CH:30][CH:29]=[CH:28][CH:27]=2)[OH:25])[C:18]2[CH:23]=[CH:22][CH:21]=[CH:20][CH:19]=2)[C:10]2[CH:15]=[CH:14][CH:13]=[CH:12][CH:11]=2)[OH:8])[CH:6]=[CH:5][CH:4]=[CH:3][CH:2]=1.[N:32]1([CH2:38][CH2:39]O)[CH2:37][CH2:36][CH2:35][CH2:34][CH2:33]1.